From a dataset of Full USPTO retrosynthesis dataset with 1.9M reactions from patents (1976-2016). Predict the reactants needed to synthesize the given product. (1) Given the product [CH3:18][O:17][CH2:16][CH2:15][O:14][CH2:13][CH2:12][O:11][CH2:10][C:7]1[NH:6][C:5]([C:3]([OH:4])=[O:2])=[CH:9][N:8]=1, predict the reactants needed to synthesize it. The reactants are: C[O:2][C:3]([C:5]1[NH:6][C:7]([CH2:10][O:11][CH2:12][CH2:13][O:14][CH2:15][CH2:16][O:17][CH3:18])=[N:8][CH:9]=1)=[O:4].O.[OH-].[Li+].Cl. (2) Given the product [CH3:31][C@H:20]1[N:7]2[C:8]3[CH:9]=[C:10]([C:15]([O:17][CH2:18][CH3:19])=[O:16])[CH:11]=[CH:12][C:13]=3[CH:14]=[C:6]2[C:24](=[O:25])[NH:23][CH2:22][CH2:21]1, predict the reactants needed to synthesize it. The reactants are: C(OC([C:6]1[N:7]([C@H:20]([CH3:31])[CH2:21][CH2:22][NH:23][C:24](OC(C)(C)C)=[O:25])[C:8]2[C:13]([CH:14]=1)=[CH:12][CH:11]=[C:10]([C:15]([O:17][CH2:18][CH3:19])=[O:16])[CH:9]=2)=O)C.C(O)(C(F)(F)F)=O.C([O-])([O-])=O.[K+].[K+]. (3) Given the product [Cl:1][C:2]1[CH:7]=[C:6]([Cl:8])[CH:5]=[CH:4][C:3]=1[C:9]1[CH:10]=[C:11]([C:15]([OH:17])=[O:16])[N:12]([CH3:14])[N:13]=1, predict the reactants needed to synthesize it. The reactants are: [Cl:1][C:2]1[CH:7]=[C:6]([Cl:8])[CH:5]=[CH:4][C:3]=1[C:9]1[CH:10]=[C:11]([C:15]([O:17]CC)=[O:16])[N:12]([CH3:14])[N:13]=1.[OH-].[Na+].Cl. (4) The reactants are: [Cl:1][C:2]1[CH:17]=[CH:16][C:5]([O:6][C:7]2[CH:12]=[CH:11][C:10]([N+:13]([O-])=O)=[CH:9][N:8]=2)=[C:4]([CH3:18])[CH:3]=1.[H][H]. Given the product [Cl:1][C:2]1[CH:17]=[CH:16][C:5]([O:6][C:7]2[CH:12]=[CH:11][C:10]([NH2:13])=[CH:9][N:8]=2)=[C:4]([CH3:18])[CH:3]=1, predict the reactants needed to synthesize it. (5) Given the product [C:1]([C:4]1[C:9]([O:10][CH2:11][CH2:12][NH:13][C:14](=[O:20])[O:15][C:16]([CH3:19])([CH3:18])[CH3:17])=[C:8]([CH:24]=[CH2:25])[C:7]([CH3:22])=[C:6]([Cl:23])[CH:5]=1)(=[O:3])[CH3:2], predict the reactants needed to synthesize it. The reactants are: [C:1]([C:4]1[C:9]([O:10][CH2:11][CH2:12][NH:13][C:14](=[O:20])[O:15][C:16]([CH3:19])([CH3:18])[CH3:17])=[C:8](Br)[C:7]([CH3:22])=[C:6]([Cl:23])[CH:5]=1)(=[O:3])[CH3:2].[CH3:24][C:25]1(C)C(C)(C)OB(C=C)O1.ClCCl.C(=O)([O-])[O-].[K+].[K+]. (6) Given the product [Cl:11][C:7]1[CH:8]=[CH:9][CH:10]=[CH:2][C:3]=1[C:4]([NH:20][CH2:19][CH:18]([C:12]1[CH:13]=[CH:14][CH:15]=[CH:16][CH:17]=1)[C:21]1[CH:22]=[N:23][C:24]([C:27]([F:30])([F:28])[F:29])=[CH:25][CH:26]=1)=[O:6], predict the reactants needed to synthesize it. The reactants are: Cl[C:2]1[CH:10]=[CH:9][CH:8]=[C:7]([Cl:11])[C:3]=1[C:4]([OH:6])=O.[C:12]1([CH:18]([C:21]2[CH:22]=[N:23][C:24]([C:27]([F:30])([F:29])[F:28])=[CH:25][CH:26]=2)[CH2:19][NH2:20])[CH:17]=[CH:16][CH:15]=[CH:14][CH:13]=1. (7) Given the product [NH2:18][C:7]1[C:8]2[C:13]([N:14]=[C:15]3[C:6]=1[CH2:5][CH2:4][CH:3]([CH2:2][NH:1][C:25](=[O:26])[CH2:24][CH:21]1[CH2:22][CH2:23][S:19][S:20]1)[CH2:16]3)=[CH:12][C:11]([Cl:17])=[CH:10][CH:9]=2, predict the reactants needed to synthesize it. The reactants are: [NH2:1][CH2:2][CH:3]1[CH2:16][C:15]2[C:6](=[C:7]([NH2:18])[C:8]3[C:13]([N:14]=2)=[CH:12][C:11]([Cl:17])=[CH:10][CH:9]=3)[CH2:5][CH2:4]1.[S:19]1[CH2:23][CH2:22][CH:21]([CH2:24][C:25](O)=[O:26])[S:20]1.C1[C@@H](CC(O)=O)SSC1.Cl.CN(C)CCCN=C=NCC. (8) Given the product [CH2:1]([C@@H:8]1[CH2:12][O:11][C:10](=[O:13])[N:9]1[C:22]1[CH:27]=[CH:26][CH:25]=[CH:24][CH:23]=1)[C:2]1[CH:3]=[CH:4][CH:5]=[CH:6][CH:7]=1, predict the reactants needed to synthesize it. The reactants are: [CH2:1]([C@@H:8]1[CH2:12][O:11][C:10](=[O:13])[NH:9]1)[C:2]1[CH:7]=[CH:6][CH:5]=[CH:4][CH:3]=1.C([O-])([O-])=O.[K+].[K+].CN[C@@H:22]1[CH2:27][CH2:26][CH2:25][CH2:24][C@H:23]1NC.IC1C=CC=CC=1. (9) Given the product [CH2:1]([O:3][C:4]([C:6]1[N:11]=[C:10]([CH3:23])[C:9]2[S:13][C:14]([C:16]3[CH:21]=[CH:20][CH:19]=[CH:18][CH:17]=3)=[N:15][C:8]=2[C:7]=1[OH:22])=[O:5])[CH3:2], predict the reactants needed to synthesize it. The reactants are: [CH2:1]([O:3][C:4]([C:6]1[N:11]=[C:10](Br)[C:9]2[S:13][C:14]([C:16]3[CH:21]=[CH:20][CH:19]=[CH:18][CH:17]=3)=[N:15][C:8]=2[C:7]=1[OH:22])=[O:5])[CH3:2].[CH3:23][Sn](C)(C)C.